This data is from Reaction yield outcomes from USPTO patents with 853,638 reactions. The task is: Predict the reaction yield, written as a fraction of the theoretical maximum amount of product (1.0 means a 100% yield; for example, 0.34 means a 34% yield). The reactants are [CH2:1]([O:8][C:9]([N:11]1[CH2:16][CH2:15][CH:14]([S:17][C:18]2[CH:23]=[CH:22][C:21]([Br:24])=[CH:20][CH:19]=2)[CH2:13][CH2:12]1)=[O:10])[C:2]1[CH:7]=[CH:6][CH:5]=[CH:4][CH:3]=1.B1([O-])OO1.[OH2:29].[OH2:30].O.O.[Na+]. The catalyst is CC(O)=O. The product is [CH2:1]([O:8][C:9]([N:11]1[CH2:16][CH2:15][CH:14]([S:17]([C:18]2[CH:19]=[CH:20][C:21]([Br:24])=[CH:22][CH:23]=2)(=[O:30])=[O:29])[CH2:13][CH2:12]1)=[O:10])[C:2]1[CH:3]=[CH:4][CH:5]=[CH:6][CH:7]=1. The yield is 0.930.